This data is from Reaction yield outcomes from USPTO patents with 853,638 reactions. The task is: Predict the reaction yield, written as a fraction of the theoretical maximum amount of product (1.0 means a 100% yield; for example, 0.34 means a 34% yield). The reactants are Cl[CH2:2][C:3]1[N:4]=[C:5]([N:8]2[CH2:13][CH2:12][O:11][CH2:10][CH2:9]2)[S:6][CH:7]=1.C(=O)([O-])[O-].[K+].[K+].[O:20]=[CH:21][C:22]1[CH:30]=[CH:29][C:27]([OH:28])=[C:24]([O:25][CH3:26])[CH:23]=1.CN(C)C=O. The catalyst is O. The product is [CH3:26][O:25][C:24]1[CH:23]=[C:22]([CH:30]=[CH:29][C:27]=1[O:28][CH2:2][C:3]1[N:4]=[C:5]([N:8]2[CH2:13][CH2:12][O:11][CH2:10][CH2:9]2)[S:6][CH:7]=1)[CH:21]=[O:20]. The yield is 0.860.